Task: Predict the reactants needed to synthesize the given product.. Dataset: Retrosynthesis with 50K atom-mapped reactions and 10 reaction types from USPTO (1) The reactants are: CNC.N#Cc1cnc2cc3c(cc2c1Nc1ccc(F)c(Cl)c1)N(CCCCCl)CCO3. Given the product CN(C)CCCCN1CCOc2cc3ncc(C#N)c(Nc4ccc(F)c(Cl)c4)c3cc21, predict the reactants needed to synthesize it. (2) Given the product CNc1ccnnc1NN, predict the reactants needed to synthesize it. The reactants are: CNc1cc(Cl)nnc1NN.